Dataset: Reaction yield outcomes from USPTO patents with 853,638 reactions. Task: Predict the reaction yield, written as a fraction of the theoretical maximum amount of product (1.0 means a 100% yield; for example, 0.34 means a 34% yield). (1) The reactants are Cl[C:2]1[CH:11]=[CH:10][N:9]=[C:8]2[C:3]=1[C:4]1[CH:16]=[CH:15][CH:14]=[CH:13][C:5]=1[C:6](=[O:12])[NH:7]2.[F:17][C:18]1([F:28])[O:22][C:21]2[CH:23]=[CH:24][CH:25]=[C:26]([NH2:27])[C:20]=2[O:19]1. No catalyst specified. The product is [F:28][C:18]1([F:17])[O:22][C:21]2[CH:23]=[CH:24][CH:25]=[C:26]([NH:27][C:2]3[CH:11]=[CH:10][N:9]=[C:8]4[C:3]=3[C:4]3[CH:16]=[CH:15][CH:14]=[CH:13][C:5]=3[C:6](=[O:12])[NH:7]4)[C:20]=2[O:19]1. The yield is 0.770. (2) The yield is 0.620. The reactants are [CH:1]1([CH2:4][O:5][C:6]2[CH:7]=[C:8]3[C:14]([C:15]4[CH:16]=[N:17][N:18]([CH3:20])[CH:19]=4)=[CH:13][N:12](COCC[Si](C)(C)C)[C:9]3=[N:10][CH:11]=2)[CH2:3][CH2:2]1.CCCC[N+](CCCC)(CCCC)CCCC.[F-].CCOC(C)=O.C([O-])(O)=O.[Na+]. The product is [CH:1]1([CH2:4][O:5][C:6]2[CH:7]=[C:8]3[C:14]([C:15]4[CH:16]=[N:17][N:18]([CH3:20])[CH:19]=4)=[CH:13][NH:12][C:9]3=[N:10][CH:11]=2)[CH2:2][CH2:3]1. The catalyst is C1COCC1. (3) The reactants are [CH2:1]([N:8]1[CH2:13][CH2:12][N:11]([C:14](=[O:22])[CH2:15][C:16](=O)[C:17]([F:20])([F:19])[F:18])[CH2:10][CH2:9]1)[C:2]1[CH:7]=[CH:6][CH:5]=[CH:4][CH:3]=1.[OH:23][C:24]1[CH:33]=[CH:32][CH:31]=[CH:30][C:25]=1[C:26]([NH:28][NH2:29])=[O:27].CC(O)=O. The yield is 0.130. The product is [CH2:1]([N:8]1[CH2:13][CH2:12][N:11]([C:14](=[O:22])[CH2:15][C:16](=[N:29][NH:28][C:26](=[O:27])[C:25]2[CH:30]=[CH:31][CH:32]=[CH:33][C:24]=2[OH:23])[C:17]([F:20])([F:19])[F:18])[CH2:10][CH2:9]1)[C:2]1[CH:7]=[CH:6][CH:5]=[CH:4][CH:3]=1. The catalyst is CS(C)=O. (4) The reactants are Br[C:2]1[C:8]([CH3:9])=[CH:7][C:5]([NH2:6])=[C:4]([O:10][CH3:11])[CH:3]=1.[CH3:12][N:13]1[CH:17]=[C:16](B2OC(C)(C)C(C)(C)O2)[CH:15]=[N:14]1.C(=O)([O-])[O-].[Na+].[Na+]. The catalyst is CCO.C1(C)C=CC=CC=1.O.CCOC(C)=O.C1C=CC([P]([Pd]([P](C2C=CC=CC=2)(C2C=CC=CC=2)C2C=CC=CC=2)([P](C2C=CC=CC=2)(C2C=CC=CC=2)C2C=CC=CC=2)[P](C2C=CC=CC=2)(C2C=CC=CC=2)C2C=CC=CC=2)(C2C=CC=CC=2)C2C=CC=CC=2)=CC=1. The product is [CH3:11][O:10][C:4]1[CH:3]=[C:2]([C:16]2[CH:15]=[N:14][N:13]([CH3:12])[CH:17]=2)[C:8]([CH3:9])=[CH:7][C:5]=1[NH2:6]. The yield is 0.360.